This data is from Forward reaction prediction with 1.9M reactions from USPTO patents (1976-2016). The task is: Predict the product of the given reaction. (1) Given the reactants [C:1]([C:4]1[CH:22]=[CH:21][CH:20]=[CH:19][C:5]=1[CH2:6][N:7]1[C:16]2[C:11](=[CH:12][CH:13]=[CH:14][CH:15]=2)[C:10](=[O:17])[NH:9][C:8]1=[O:18])(O)=[O:2].N1C2C(=CC=CC=2)C(=O)NC1=O.BrCC1C=CC=CC=1C(OC)=O.COC(C1C=C(C=CC=1)CN1C2C(=CC=CC=2)C(=O)NC1=O)=O.[N:70]1([C:76]2[N:81]=[CH:80][CH:79]=[CH:78][N:77]=2)[CH2:75][CH2:74][NH:73][CH2:72][CH2:71]1, predict the reaction product. The product is: [N:77]1[CH:78]=[CH:79][CH:80]=[N:81][C:76]=1[N:70]1[CH2:75][CH2:74][N:73]([C:1]([C:4]2[CH:22]=[CH:21][CH:20]=[CH:19][C:5]=2[CH2:6][N:7]2[C:16]3[C:11](=[CH:12][CH:13]=[CH:14][CH:15]=3)[C:10](=[O:17])[NH:9][C:8]2=[O:18])=[O:2])[CH2:72][CH2:71]1. (2) The product is: [CH:20]1([N:17]2[CH2:18][CH2:19][CH:15]([CH2:14][C:10]3[C:11]([Cl:13])=[CH:12][C:7]([C:34]4[CH:35]=[CH:36][C:31]([OH:30])=[CH:32][CH:33]=4)=[CH:8][C:9]=3[Cl:27])[C:16]2=[O:26])[CH2:25][CH2:24][CH2:23][CH2:22][CH2:21]1. Given the reactants FC(F)(F)S(O[C:7]1[CH:12]=[C:11]([Cl:13])[C:10]([CH2:14][CH:15]2[CH2:19][CH2:18][N:17]([CH:20]3[CH2:25][CH2:24][CH2:23][CH2:22][CH2:21]3)[C:16]2=[O:26])=[C:9]([Cl:27])[CH:8]=1)(=O)=O.[OH:30][C:31]1[CH:36]=[CH:35][C:34](B(O)O)=[CH:33][CH:32]=1, predict the reaction product. (3) Given the reactants C(OC(=O)[NH:7][CH2:8][C:9]1[N:13]([CH:14]2[CH2:16][CH2:15]2)[C:12]([S:17][CH2:18][C:19]2[N:20]=[C:21]([NH:24][C:25]([NH:27][C:28]3[CH:33]=[CH:32][C:31]([CH3:34])=[CH:30][C:29]=3[C:35]([CH:37]3[CH2:41][CH2:40][CH2:39][CH2:38]3)=[O:36])=[O:26])[S:22][CH:23]=2)=[N:11][N:10]=1)(C)(C)C.Cl, predict the reaction product. The product is: [NH2:7][CH2:8][C:9]1[N:13]([CH:14]2[CH2:16][CH2:15]2)[C:12]([S:17][CH2:18][C:19]2[N:20]=[C:21]([NH:24][C:25]([NH:27][C:28]3[CH:33]=[CH:32][C:31]([CH3:34])=[CH:30][C:29]=3[C:35]([CH:37]3[CH2:38][CH2:39][CH2:40][CH2:41]3)=[O:36])=[O:26])[S:22][CH:23]=2)=[N:11][N:10]=1. (4) Given the reactants [C:1]([O:5][C:6]([N:8]1[C:17]2[C:12](=[CH:13][C:14]([OH:18])=[CH:15][CH:16]=2)[CH2:11][CH2:10][CH2:9]1)=[O:7])([CH3:4])([CH3:3])[CH3:2].[Br:19][CH:20]=[CH:21][CH2:22][CH2:23]Br, predict the reaction product. The product is: [C:1]([O:5][C:6]([N:8]1[C:17]2[C:12](=[CH:13][C:14]([O:18][CH2:23][CH:22]=[CH:21][CH2:20][Br:19])=[CH:15][CH:16]=2)[CH2:11][CH2:10][CH2:9]1)=[O:7])([CH3:4])([CH3:2])[CH3:3]. (5) The product is: [NH2:3][CH:12]1[CH2:17][CH2:16][CH:15]([S:18]([NH2:21])(=[O:19])=[O:20])[CH2:14][CH2:13]1. Given the reactants O=C1C2C(=CC=CC=2)C(=O)[N:3]1[CH:12]1[CH2:17][CH2:16][CH:15]([S:18]([NH2:21])(=[O:20])=[O:19])[CH2:14][CH2:13]1.Cl, predict the reaction product. (6) Given the reactants [CH3:1][S:2]([O:5][CH2:6][CH3:7])(=[O:4])=[O:3].C1COCC1.C([Li])CCC.[P:18](Cl)(=[O:25])([O:22][CH2:23][CH3:24])[O:19][CH2:20][CH3:21], predict the reaction product. The product is: [CH2:6]([O:5][S:2]([CH2:1][P:18]([O:22][CH2:23][CH3:24])([O:19][CH2:20][CH3:21])=[O:25])(=[O:4])=[O:3])[CH3:7]. (7) Given the reactants [N:1]1[CH:6]=[CH:5][C:4]([C:7]2[C:12]([C:13]([NH:15][NH2:16])=[O:14])=[CH:11][N:10]=[C:9]([C:17]3[CH:22]=[CH:21][CH:20]=[CH:19][N:18]=3)[N:8]=2)=[CH:3][CH:2]=1.[F:23][C:24]([F:34])([F:33])[C:25]1[CH:26]=[C:27]([CH:30]=[CH:31][CH:32]=1)[CH:28]=O, predict the reaction product. The product is: [F:23][C:24]([F:33])([F:34])[C:25]1[CH:26]=[C:27]([CH:30]=[CH:31][CH:32]=1)[CH:28]=[N:16][NH:15][C:13]([C:12]1[C:7]([C:4]2[CH:5]=[CH:6][N:1]=[CH:2][CH:3]=2)=[N:8][C:9]([C:17]2[CH:22]=[CH:21][CH:20]=[CH:19][N:18]=2)=[N:10][CH:11]=1)=[O:14]. (8) The product is: [CH2:8]([C:4]1[C:3]([C:10]#[C:11][C:12]2[CH:13]=[CH:14][C:15]([NH2:18])=[N:16][CH:17]=2)=[C:2]([C:24]2[CH:23]=[N:22][C:21]([C:20]([F:31])([F:30])[F:19])=[CH:26][CH:25]=2)[CH:7]=[CH:6][N:5]=1)[CH3:9]. Given the reactants Cl[C:2]1[CH:7]=[CH:6][N:5]=[C:4]([CH2:8][CH3:9])[C:3]=1[C:10]#[C:11][C:12]1[CH:13]=[CH:14][C:15]([NH2:18])=[N:16][CH:17]=1.[F:19][C:20]([F:31])([F:30])[C:21]1[CH:26]=[CH:25][C:24](B(O)O)=[CH:23][N:22]=1.C([O-])([O-])=O.[K+].[K+], predict the reaction product. (9) Given the reactants [CH2:1]([O:3][C:4]([N:6]1[C:15]2[C:10](=[N:11][C:12]([O:16][CH3:17])=[CH:13][CH:14]=2)[C@@H:9]([NH2:18])[CH2:8][C@H:7]1[CH2:19][CH3:20])=[O:5])[CH3:2].Cl[C:22]1[CH:29]=[CH:28][C:25]([C:26]#[N:27])=[CH:24][N:23]=1.C(N(CC)C(C)C)(C)C.C(OCC)(=O)C, predict the reaction product. The product is: [CH2:1]([O:3][C:4]([N:6]1[C:15]2[C:10](=[N:11][C:12]([O:16][CH3:17])=[CH:13][CH:14]=2)[C@@H:9]([NH:18][C:22]2[CH:29]=[CH:28][C:25]([C:26]#[N:27])=[CH:24][N:23]=2)[CH2:8][C@H:7]1[CH2:19][CH3:20])=[O:5])[CH3:2]. (10) Given the reactants [H-].[H-].[H-].[H-].[Li+].[Al+3].C[O:8][C:9]([C:11]1[C:20]([CH3:21])=[C:19]([O:22][CH2:23][C:24]2[CH:29]=[CH:28][CH:27]=[CH:26][CH:25]=2)[C:18]2[C:13](=[CH:14][CH:15]=[C:16]([F:30])[CH:17]=2)[CH:12]=1)=O, predict the reaction product. The product is: [CH2:23]([O:22][C:19]1[C:18]2[C:13](=[CH:14][CH:15]=[C:16]([F:30])[CH:17]=2)[CH:12]=[C:11]([CH2:9][OH:8])[C:20]=1[CH3:21])[C:24]1[CH:25]=[CH:26][CH:27]=[CH:28][CH:29]=1.